Dataset: Catalyst prediction with 721,799 reactions and 888 catalyst types from USPTO. Task: Predict which catalyst facilitates the given reaction. (1) Reactant: [Cl:1][C:2]1[N:7]=[C:6](Cl)[C:5]([N+:9]([O-:11])=[O:10])=[CH:4][N:3]=1.[C:12]([O:16][CH3:17])(=[O:15])[CH2:13][SH:14].C(N(CC)CC)C. Product: [Cl:1][C:2]1[N:7]=[C:6]([S:14][CH2:13][C:12]([O:16][CH3:17])=[O:15])[C:5]([N+:9]([O-:11])=[O:10])=[CH:4][N:3]=1. The catalyst class is: 1. (2) Reactant: Br[CH2:2][C:3]([C:5]1[CH:13]=[CH:12][C:8]([C:9]([OH:11])=[O:10])=[CH:7][CH:6]=1)=O.[C:14]([O:22][CH2:23][C:24](=[S:26])[NH2:25])(=[O:21])[C:15]1[CH:20]=[CH:19][CH:18]=[CH:17][CH:16]=1.C(=O)([O-])O.[Na+].O. Product: [C:14]([O:22][CH2:23][C:24]1[S:26][CH:2]=[C:3]([C:5]2[CH:13]=[CH:12][C:8]([C:9]([OH:11])=[O:10])=[CH:7][CH:6]=2)[N:25]=1)(=[O:21])[C:15]1[CH:20]=[CH:19][CH:18]=[CH:17][CH:16]=1. The catalyst class is: 9.